This data is from Peptide-MHC class II binding affinity with 134,281 pairs from IEDB. The task is: Regression. Given a peptide amino acid sequence and an MHC pseudo amino acid sequence, predict their binding affinity value. This is MHC class II binding data. (1) The peptide sequence is GRGNWDCIMTSYQYL. The MHC is DRB1_0101 with pseudo-sequence DRB1_0101. The binding affinity (normalized) is 0.918. (2) The peptide sequence is DTEVHNVWATQACVPTDPNP. The MHC is DRB1_0901 with pseudo-sequence DRB1_0901. The binding affinity (normalized) is 0. (3) The peptide sequence is TWGKAKIVTAETQNS. The MHC is DRB5_0101 with pseudo-sequence DRB5_0101. The binding affinity (normalized) is 0.235. (4) The peptide sequence is TACLSKAYANMWSLM. The MHC is HLA-DQA10201-DQB10303 with pseudo-sequence HLA-DQA10201-DQB10303. The binding affinity (normalized) is 0.402. (5) The MHC is DRB1_0101 with pseudo-sequence DRB1_0101. The peptide sequence is ACVKDLVSKYLADNE. The binding affinity (normalized) is 0.578. (6) The peptide sequence is YDKFLANVSTVLIGK. The MHC is DRB1_0701 with pseudo-sequence DRB1_0701. The binding affinity (normalized) is 0.936. (7) The binding affinity (normalized) is 0.0707. The MHC is DRB1_0101 with pseudo-sequence DRB1_0101. The peptide sequence is EQGSFYCDPKRFFLP. (8) The peptide sequence is GMFTNRSGSQ. The MHC is DRB1_0802 with pseudo-sequence DRB1_0802. The binding affinity (normalized) is 0.150. (9) The peptide sequence is NLIDTKCYKLEHP. The MHC is DRB1_0401 with pseudo-sequence DRB1_0401. The binding affinity (normalized) is 0.125.